This data is from Forward reaction prediction with 1.9M reactions from USPTO patents (1976-2016). The task is: Predict the product of the given reaction. The product is: [CH2:1]([O:8][C:9]1[CH:18]=[CH:17][CH:16]=[C:15]2[C:10]=1[CH2:11][CH2:12][CH2:13][CH:14]2[C:19]([N:21]([CH2:31][C:32]1[CH:33]=[N:34][N:35]([CH2:37][CH2:38][CH2:39][CH2:40][CH2:41][CH2:42][C:43]([OH:45])=[O:44])[CH:36]=1)[C:22]1[CH:23]=[N:24][C:25]([CH:28]([CH3:30])[CH3:29])=[CH:26][CH:27]=1)=[O:20])[C:2]1[CH:3]=[CH:4][CH:5]=[CH:6][CH:7]=1. Given the reactants [CH2:1]([O:8][C:9]1[CH:18]=[CH:17][CH:16]=[C:15]2[C:10]=1[CH2:11][CH2:12][CH2:13][CH:14]2[C:19]([N:21]([CH2:31][C:32]1[CH:33]=[N:34][N:35]([CH2:37][CH2:38][CH2:39][CH2:40][CH2:41][CH2:42][C:43]([O:45]CC)=[O:44])[CH:36]=1)[C:22]1[CH:23]=[N:24][C:25]([CH:28]([CH3:30])[CH3:29])=[CH:26][CH:27]=1)=[O:20])[C:2]1[CH:7]=[CH:6][CH:5]=[CH:4][CH:3]=1.[OH-].[Na+].Cl, predict the reaction product.